This data is from Reaction yield outcomes from USPTO patents with 853,638 reactions. The task is: Predict the reaction yield, written as a fraction of the theoretical maximum amount of product (1.0 means a 100% yield; for example, 0.34 means a 34% yield). (1) The reactants are Br[C:2]1[CH:3]=[C:4]2[C:9]([NH:10][C@@H:11]([C@H:14]([OH:16])[CH3:15])[CH2:12][OH:13])=[C:8]([C:17]([NH2:19])=[O:18])[CH:7]=[N:6][N:5]2[CH:20]=1.[CH3:21][N:22]1[C:30]2[C:25](=[CH:26][C:27](B(O)O)=[CH:28][CH:29]=2)[CH:24]=[CH:23]1.P([O-])([O-])([O-])=O.[K+].[K+].[K+]. The catalyst is CC(N(C)C)=O.C1C=CC(P(C2C=CC=CC=2)[C-]2C=CC=C2)=CC=1.C1C=CC(P(C2C=CC=CC=2)[C-]2C=CC=C2)=CC=1.Cl[Pd]Cl.[Fe+2].C(Cl)Cl. The product is [OH:13][CH2:12][C@@H:11]([NH:10][C:9]1[C:4]2[N:5]([CH:20]=[C:2]([C:27]3[CH:26]=[C:25]4[C:30](=[CH:29][CH:28]=3)[N:22]([CH3:21])[CH:23]=[CH:24]4)[CH:3]=2)[N:6]=[CH:7][C:8]=1[C:17]([NH2:19])=[O:18])[C@H:14]([OH:16])[CH3:15]. The yield is 0.850. (2) The reactants are CCN(C(C)C)C(C)C.Cl.[NH2:11][CH2:12][C:13]([N:15]1[CH2:20][CH2:19][N:18]([C:21](=[O:32])[C:22]2[CH:27]=[CH:26][CH:25]=[CH:24][C:23]=2[C:28]([F:31])([F:30])[F:29])[CH2:17][CH2:16]1)=[O:14].C1C=CC2N(O)N=NC=2C=1.CCN=C=NCCCN(C)C.[F:54][C:55]1[C:60]([F:61])=[CH:59][CH:58]=[CH:57][C:56]=1[C:62]1[CH:67]=[CH:66][C:65]([C:68](O)=[O:69])=[CH:64][CH:63]=1. The catalyst is CN(C=O)C.O. The product is [O:14]=[C:13]([N:15]1[CH2:16][CH2:17][N:18]([C:21](=[O:32])[C:22]2[CH:27]=[CH:26][CH:25]=[CH:24][C:23]=2[C:28]([F:31])([F:29])[F:30])[CH2:19][CH2:20]1)[CH2:12][NH:11][C:68]([C:65]1[CH:64]=[CH:63][C:62]([C:56]2[CH:57]=[CH:58][CH:59]=[C:60]([F:61])[C:55]=2[F:54])=[CH:67][CH:66]=1)=[O:69]. The yield is 0.481. (3) The reactants are I[C:2]1[CH:3]=[CH:4][C:5]2[N:6]([C:8]([CH:11]([CH3:13])[CH3:12])=[N:9][N:10]=2)[N:7]=1.[F:14][C:15]1[CH:20]=[C:19]([F:21])[CH:18]=[CH:17][C:16]=1[C:22]1[C:26](I)=[C:25]([CH3:28])[O:24][N:23]=1. No catalyst specified. The product is [F:14][C:15]1[CH:20]=[C:19]([F:21])[CH:18]=[CH:17][C:16]=1[C:22]1[C:26]([C:2]2[CH:3]=[CH:4][C:5]3[N:6]([C:8]([CH:11]([CH3:13])[CH3:12])=[N:9][N:10]=3)[N:7]=2)=[C:25]([CH3:28])[O:24][N:23]=1. The yield is 0.220.